This data is from Experimentally validated miRNA-target interactions with 360,000+ pairs, plus equal number of negative samples. The task is: Binary Classification. Given a miRNA mature sequence and a target amino acid sequence, predict their likelihood of interaction. (1) The miRNA is hsa-miR-1243 with sequence AACUGGAUCAAUUAUAGGAGUG. The protein sequence of the target gene is MPMISVLGKMFLWQREGPGGRWTCQTSRRVASDPAWAVEWIELPRGLSLSSLGSARTLRGWSRSPRPSSVDSQDLPEVNVGDTVAMLPKSRRALTIQEIAALARSSLHGISQVVKDHVTKPTAMAQGRVAHLIEWKGWSKPSDSPAALESAFSSYSDLSEGEQEARFAAGVAEQFAIAEAKLRAWSSVDGDDSTDDSYDEDFTGGIDTDMAGPLGSHLQDLFTGRRFSRPVRQGSVEPESDCSQTVSPDTLCSSLCSLEDGLLGSPARMTSQLLGEELLLARLPPSRESAFRSLGPLEAQ.... Result: 0 (no interaction). (2) The miRNA is hsa-miR-4282 with sequence UAAAAUUUGCAUCCAGGA. The protein sequence of the target gene is MGDKPIWEQIGSSFIQHYYQLFDNDRTQLGAIYIDASCLTWEGQQFQGKAAIVEKLSSLPFQKIQHSITAQDHQPTPDSCIISMVVGQLKADEDPIMGFHQMFLLKNINDAWVCTNDMFRLALHNFG. Result: 1 (interaction). (3) The miRNA is mmu-miR-10a-5p with sequence UACCCUGUAGAUCCGAAUUUGUG. The protein sequence of the target gene is MLDLNLDVDSTESTQNERDSITVKGVSLNQMDESVTSNSSVVNAEASSCIDGEDELCSTRTVKFQFEILKGGGEEEEEDDDERSAVMMTKEFFPVAKGMNFMDSSAQSSRSTVDISFQRGKQGGDFIGSGSGGGDASRVMQPPSQPVKKSRRGPRSKSSQYRGVTFYRRTGRWESHIWDCGKQVYLGGFDTAHAAARAYDRAAVKFRGLEADINFVIGDYEEDLKQMANLSKEEVVQVLRRQSSGFSRNNSRYQGVALQKIGGWGAQMEQLHGNMGCDKAAVQWKGREAASLIEPHASRM.... Result: 0 (no interaction). (4) The miRNA is mmu-miR-1905 with sequence CACCAGUCCCACCACGCGGUAG. The protein sequence of the target gene is MCGIFAYLNYHVPRTRREILETLIKGLQRLEYRGYDSAGVGLDGGNDKDWEANACKIQLIKKKGKVKALDEEVHKQQDMDLDIEFDVHLGIAHTRWATHGEPNPVNSHPQRSDKNNEFIVIHNGIITNYKDLKKFLESKGYDFESETDTETIAKLVKYMYDNWESQDVSFTTLVERVIQQLEGAFALVFKSVHFPGQAVGTRRGSPLLIGVRSEHKLSTDHIPILYRTARTQIGSTWWGSQAERGKDKKGSCGLSRVDSTTCLFPVEEKAVEYYFASDASAVIEHTNRVIFLEDDDVAAV.... Result: 1 (interaction).